From a dataset of NCI-60 drug combinations with 297,098 pairs across 59 cell lines. Regression. Given two drug SMILES strings and cell line genomic features, predict the synergy score measuring deviation from expected non-interaction effect. Drug 1: CC1C(C(CC(O1)OC2CC(OC(C2O)C)OC3=CC4=CC5=C(C(=O)C(C(C5)C(C(=O)C(C(C)O)O)OC)OC6CC(C(C(O6)C)O)OC7CC(C(C(O7)C)O)OC8CC(C(C(O8)C)O)(C)O)C(=C4C(=C3C)O)O)O)O. Drug 2: CC12CCC3C(C1CCC2OP(=O)(O)O)CCC4=C3C=CC(=C4)OC(=O)N(CCCl)CCCl.[Na+]. Cell line: NCI/ADR-RES. Synergy scores: CSS=1.15, Synergy_ZIP=-0.870, Synergy_Bliss=-0.586, Synergy_Loewe=-9.17, Synergy_HSA=-3.92.